Dataset: Forward reaction prediction with 1.9M reactions from USPTO patents (1976-2016). Task: Predict the product of the given reaction. (1) Given the reactants [OH:1][CH2:2][CH2:3][N:4]([CH3:14])[C:5]1[CH:10]=[CH:9][C:8]([N+:11]([O-:13])=[O:12])=[CH:7][N:6]=1.[H-].[Na+].[CH2:17](I)[CH3:18], predict the reaction product. The product is: [CH2:17]([O:1][CH2:2][CH2:3][N:4]([CH3:14])[C:5]1[CH:10]=[CH:9][C:8]([N+:11]([O-:13])=[O:12])=[CH:7][N:6]=1)[CH3:18]. (2) Given the reactants Cl.[CH2:2]([O:9][N:10]([C:29]([O:31]C(Cl)(Cl)Cl)=O)[C@H:11]1[CH2:15][N:14](C(OC(C)(C)C)=O)[C@H:13]([C:23]([O:25][CH2:26][CH:27]=[CH2:28])=[O:24])[CH2:12]1)[C:3]1[CH:8]=[CH:7][CH:6]=[CH:5][CH:4]=1.C(N(CC)CC)C, predict the reaction product. The product is: [CH2:2]([O:9][N:10]1[C@H:11]2[CH2:15][N:14]([C@H:13]([C:23]([O:25][CH2:26][CH:27]=[CH2:28])=[O:24])[CH2:12]2)[C:29]1=[O:31])[C:3]1[CH:8]=[CH:7][CH:6]=[CH:5][CH:4]=1. (3) Given the reactants [C:1]1(=[O:6])[O:5][CH2:4][CH2:3][CH2:2]1.[Cl:7][C:8]1[CH:15]=[C:14]([Cl:16])[CH:13]=[CH:12][C:9]=1[CH2:10]I, predict the reaction product. The product is: [Cl:7][C:8]1[CH:15]=[C:14]([Cl:16])[CH:13]=[CH:12][C:9]=1[CH2:10][CH:2]1[CH2:3][CH2:4][O:5][C:1]1=[O:6]. (4) Given the reactants BrC1C=CC(N2C=CC=N2)=CC=1.[N:13]1([C:18]2[CH:23]=[CH:22][C:21]([N:24]3[CH2:29][CH2:28][CH2:27][CH:26]([OH:30])[CH2:25]3)=[CH:20][CH:19]=2)[CH:17]=[CH:16][CH:15]=[N:14]1, predict the reaction product. The product is: [N:13]1([C:18]2[CH:19]=[CH:20][C:21]([N:24]3[CH2:29][CH2:28][CH2:27][C:26](=[O:30])[CH2:25]3)=[CH:22][CH:23]=2)[CH:17]=[CH:16][CH:15]=[N:14]1.